From a dataset of TCR-epitope binding with 47,182 pairs between 192 epitopes and 23,139 TCRs. Binary Classification. Given a T-cell receptor sequence (or CDR3 region) and an epitope sequence, predict whether binding occurs between them. (1) The epitope is RLYYDSMSY. The TCR CDR3 sequence is CASSQGLLAGVTDTQYF. Result: 0 (the TCR does not bind to the epitope). (2) The epitope is RQLLFVVEV. The TCR CDR3 sequence is CASSQVLGSDEQYF. Result: 1 (the TCR binds to the epitope).